Dataset: Forward reaction prediction with 1.9M reactions from USPTO patents (1976-2016). Task: Predict the product of the given reaction. (1) Given the reactants [NH2:1][C:2]1[CH:7]=[C:6]([F:8])[CH:5]=[CH:4][C:3]=1[C:9]([NH:11][C@@H:12]([CH:17]1[CH2:22][CH2:21][CH2:20][CH2:19][CH2:18]1)[C:13]([O:15][CH3:16])=[O:14])=[O:10].[Br:23][C:24]1[CH:25]=[C:26]([CH3:34])[C:27]([N:31]=[C:32]=[O:33])=[C:28]([CH3:30])[CH:29]=1.CCCCCC.C(OCC)(=O)C, predict the reaction product. The product is: [Br:23][C:24]1[CH:29]=[C:28]([CH3:30])[C:27]([NH:31][C:32]([NH:1][C:2]2[CH:7]=[C:6]([F:8])[CH:5]=[CH:4][C:3]=2[C:9]([NH:11][C@@H:12]([CH:17]2[CH2:22][CH2:21][CH2:20][CH2:19][CH2:18]2)[C:13]([O:15][CH3:16])=[O:14])=[O:10])=[O:33])=[C:26]([CH3:34])[CH:25]=1. (2) The product is: [CH:22]1([NH:19][C:13](=[O:15])[CH2:12][CH:4]2[C:5](=[O:11])[O:6][C:7]([CH3:9])([CH3:10])[CH2:8][N:3]2[CH2:1][CH3:2])[CH2:24][CH2:23]1. Given the reactants [CH2:1]([N:3]1[CH2:8][C:7]([CH3:10])([CH3:9])[O:6][C:5](=[O:11])[CH:4]1[CH2:12][C:13]([OH:15])=O)[CH3:2].C([N:19]([CH:22]([CH3:24])[CH3:23])CC)(C)C.CN(C(ON1N=NC2C=CC=NC1=2)=[N+](C)C)C.F[P-](F)(F)(F)(F)F.C1(N)CC1, predict the reaction product.